Regression. Given a peptide amino acid sequence and an MHC pseudo amino acid sequence, predict their binding affinity value. This is MHC class II binding data. From a dataset of Peptide-MHC class II binding affinity with 134,281 pairs from IEDB. (1) The peptide sequence is AHLAEENEGDNACKR. The MHC is HLA-DQA10501-DQB10302 with pseudo-sequence HLA-DQA10501-DQB10302. The binding affinity (normalized) is 0. (2) The binding affinity (normalized) is 0.130. The peptide sequence is QMKDCTERQANFLGKIW. The MHC is DRB1_0301 with pseudo-sequence DRB1_0301.